This data is from Forward reaction prediction with 1.9M reactions from USPTO patents (1976-2016). The task is: Predict the product of the given reaction. (1) Given the reactants [CH3:1][O:2][C:3]1[CH:9]=[CH:8][C:6]([NH2:7])=[C:5]([N+:10]([O-:12])=[O:11])[CH:4]=1.[CH3:13][C:14]([CH3:18])([CH3:17])[CH:15]=O.C(O)(=O)C.C(O[BH-](OC(=O)C)OC(=O)C)(=O)C.[Na+], predict the reaction product. The product is: [CH3:13][C:14]([CH3:18])([CH3:17])[CH2:15][NH:7][C:6]1[CH:8]=[CH:9][C:3]([O:2][CH3:1])=[CH:4][C:5]=1[N+:10]([O-:12])=[O:11]. (2) Given the reactants [C:1]([NH:4][CH:5]1[CH:10]([CH:11]([O:22][C:23](=[O:25])[CH3:24])[CH:12]([O:18][C:19](=[O:21])[CH3:20])[CH2:13][O:14][C:15](=[O:17])[CH3:16])[O:9][C:8]([C:26]([O:28][CH3:29])=[O:27])=[CH:7][CH:6]1[N:30]=[N+]=[N-])(=[O:3])[CH3:2].O.[Cl-].[NH4+], predict the reaction product. The product is: [C:1]([NH:4][CH:5]1[CH:10]([CH:11]([O:22][C:23](=[O:25])[CH3:24])[CH:12]([O:18][C:19](=[O:21])[CH3:20])[CH2:13][O:14][C:15](=[O:17])[CH3:16])[O:9][C:8]([C:26]([O:28][CH3:29])=[O:27])=[CH:7][CH:6]1[NH2:30])(=[O:3])[CH3:2]. (3) Given the reactants [C:1]1([S:7]([N:10]2[C:18]3[C:13](=[C:14]([O:21][CH3:22])[C:15]([O:19][CH3:20])=[CH:16][CH:17]=3)[CH:12]=[CH:11]2)(=[O:9])=[O:8])[CH:6]=[CH:5][CH:4]=[CH:3][CH:2]=1.CN(CCN(C)C)C.[Li+].CC([N-]C(C)C)C.[I:39]I, predict the reaction product. The product is: [C:1]1([S:7]([N:10]2[C:18]3[C:13](=[C:14]([O:21][CH3:22])[C:15]([O:19][CH3:20])=[CH:16][CH:17]=3)[CH:12]=[C:11]2[I:39])(=[O:8])=[O:9])[CH:2]=[CH:3][CH:4]=[CH:5][CH:6]=1.